From a dataset of Forward reaction prediction with 1.9M reactions from USPTO patents (1976-2016). Predict the product of the given reaction. Given the reactants [CH3:1][C:2]12[O:8][CH:7]1[CH2:6][CH2:5][CH2:4][CH2:3]2.[OH-].[NH4+:10], predict the reaction product. The product is: [NH2:10][CH:7]1[CH2:6][CH2:5][CH2:4][CH2:3][C:2]1([CH3:1])[OH:8].